From a dataset of Full USPTO retrosynthesis dataset with 1.9M reactions from patents (1976-2016). Predict the reactants needed to synthesize the given product. Given the product [NH2:20][C@H:16]1[CH2:17][CH2:18][CH2:19][N:14]([C:13]2[C:12]([NH:28][C:29]([C:31]3[CH:36]=[CH:35][C:34]([F:37])=[C:33]([C:38]4[C:43]([F:44])=[CH:42][CH:41]=[C:40]([O:45][CH3:46])[C:39]=4[F:47])[N:32]=3)=[O:30])=[CH:11][N:10]=[C:9]3[CH:5]([OH:4])[CH2:6][CH2:7][C:8]=23)[CH2:15]1, predict the reactants needed to synthesize it. The reactants are: C([O:4][CH:5]1[C:9]2=[N:10][CH:11]=[C:12]([NH:28][C:29]([C:31]3[CH:36]=[CH:35][C:34]([F:37])=[C:33]([C:38]4[C:43]([F:44])=[CH:42][CH:41]=[C:40]([O:45][CH3:46])[C:39]=4[F:47])[N:32]=3)=[O:30])[C:13]([N:14]3[CH2:19][CH2:18][CH2:17][C@H:16]([NH:20]C(OC(C)(C)C)=O)[CH2:15]3)=[C:8]2[CH2:7][CH2:6]1)(=O)C.CO.[OH-].[Na+].C(O)(C(F)(F)F)=O.